This data is from Reaction yield outcomes from USPTO patents with 853,638 reactions. The task is: Predict the reaction yield, written as a fraction of the theoretical maximum amount of product (1.0 means a 100% yield; for example, 0.34 means a 34% yield). (1) The reactants are [Cl:1][C:2]1[CH:7]=[CH:6][CH:5]=[C:4]([Cl:8])[C:3]=1[OH:9].Br[CH2:11][CH2:12][CH2:13][N:14]1[C:22](=[O:23])[C:21]2[C:16](=[CH:17][CH:18]=[CH:19][CH:20]=2)[C:15]1=[O:24].C([O-])([O-])=O.[Cs+].[Cs+].O. The catalyst is [I-].C([N+](CCCC)(CCCC)CCCC)CCC.C1COCC1. The product is [Cl:1][C:2]1[CH:7]=[CH:6][CH:5]=[C:4]([Cl:8])[C:3]=1[O:9][CH2:11][CH2:12][CH2:13][N:14]1[C:22](=[O:23])[C:21]2[C:16](=[CH:17][CH:18]=[CH:19][CH:20]=2)[C:15]1=[O:24]. The yield is 0.940. (2) The reactants are CC1(C)[N:6]([C:7]([O:9][C:10]([CH3:13])([CH3:12])[CH3:11])=[O:8])[C@@H:5]([CH:14]=[CH2:15])[CH2:4][O:3]1.O.C1(C)C=CC(S(O)(=O)=O)=CC=1. The catalyst is CO.C([O-])(O)=O.[Na+]. The product is [C:10]([O:9][C:7](=[O:8])[NH:6][C@H:5]([CH2:4][OH:3])[CH:14]=[CH2:15])([CH3:13])([CH3:11])[CH3:12]. The yield is 0.760. (3) The reactants are F[C:2]1[CH:10]=[CH:9][C:8]([S:11]([CH3:14])(=[O:13])=[O:12])=[CH:7][C:3]=1[C:4]([OH:6])=[O:5].C(=O)([O-])[O-].[Cs+].[Cs+].[CH3:21][S-:22].[Na+].Cl. The yield is 0.990. The catalyst is CN(C)C=O. The product is [CH3:14][S:11]([C:8]1[CH:9]=[CH:10][C:2]([S:22][CH3:21])=[C:3]([CH:7]=1)[C:4]([OH:6])=[O:5])(=[O:13])=[O:12]. (4) The reactants are [Cl:1][C:2]1[CH:7]=[C:6]([C:8]2[N:12]=[C:11]([CH3:13])[O:10][N:9]=2)[CH:5]=[CH:4][C:3]=1[C:14]1[C:25](=[O:26])[N:24]([CH2:27][CH3:28])[C:17]2[N:18]=[C:19](SC)[N:20]=[CH:21][C:16]=2[CH:15]=1.[CH3:29][N:30]1[CH2:35][CH2:34][N:33]([C:36]2[CH:42]=[CH:41][C:39]([NH2:40])=[CH:38][CH:37]=2)[CH2:32][CH2:31]1. No catalyst specified. The product is [Cl:1][C:2]1[CH:7]=[C:6]([C:8]2[N:12]=[C:11]([CH3:13])[O:10][N:9]=2)[CH:5]=[CH:4][C:3]=1[C:14]1[C:25](=[O:26])[N:24]([CH2:27][CH3:28])[C:17]2[N:18]=[C:19]([NH:40][C:39]3[CH:38]=[CH:37][C:36]([N:33]4[CH2:32][CH2:31][N:30]([CH3:29])[CH2:35][CH2:34]4)=[CH:42][CH:41]=3)[N:20]=[CH:21][C:16]=2[CH:15]=1. The yield is 0.740. (5) The reactants are [Cl:1][C:2]1[N:10]=[C:9]2[C:5]([NH:6][CH:7]=[N:8]2)=[C:4](Cl)[N:3]=1.O.C1(C)C=CC(S(O)(=O)=O)=CC=1.[O:24]1[CH:29]=[CH:28][CH2:27][CH2:26][CH2:25]1.O.[NH3:31]. The catalyst is C(OCC)(=O)C.C(O)(C)C. The product is [Cl:1][C:2]1[N:10]=[C:9]2[C:5]([N:6]=[CH:7][N:8]2[CH:29]2[CH2:28][CH2:27][CH2:26][CH2:25][O:24]2)=[C:4]([NH2:31])[N:3]=1. The yield is 0.930. (6) The reactants are C([O:6][C@@H:7]([C:9]1[N:14]=[C:13]([N:15]2[CH2:20][CH2:19][C:18]3([CH2:29][C:28](=[O:30])[C:27]4[C:22](=[CH:23][CH:24]=[C:25]([Cl:31])[CH:26]=4)[O:21]3)[CH2:17][CH2:16]2)[CH:12]=[CH:11][N:10]=1)[CH3:8])(=O)CCC.O.[OH-].[Li+]. The catalyst is O1CCCC1.CO.O. The product is [Cl:31][C:25]1[CH:26]=[C:27]2[C:22](=[CH:23][CH:24]=1)[O:21][C:18]1([CH2:19][CH2:20][N:15]([C:13]3[CH:12]=[CH:11][N:10]=[C:9]([C@H:7]([OH:6])[CH3:8])[N:14]=3)[CH2:16][CH2:17]1)[CH2:29][C:28]2=[O:30]. The yield is 0.180.